The task is: Predict the reactants needed to synthesize the given product.. This data is from Full USPTO retrosynthesis dataset with 1.9M reactions from patents (1976-2016). (1) Given the product [CH3:7][C:6]([CH3:9])([CH3:8])[C:5](=[O:10])[CH2:4][O:3][C:12]1[N:13]=[CH:14][C:15]([C:16]#[N:17])=[CH:18][CH:19]=1, predict the reactants needed to synthesize it. The reactants are: [H-].[Na+].[OH:3][CH2:4][C:5](=[O:10])[C:6]([CH3:9])([CH3:8])[CH3:7].Br[C:12]1[CH:19]=[CH:18][C:15]([C:16]#[N:17])=[CH:14][N:13]=1.CCOC(C)=O. (2) Given the product [CH3:22][C:21]([CH3:24])([CH3:23])[CH2:25][C:26]1[N:12]([CH2:13][CH:14]2[CH2:19][CH2:18][O:17][CH2:16][CH2:15]2)[C:9]2[CH:10]=[CH:11][C:6]([S:3]([CH2:1][CH3:2])(=[O:4])=[O:5])=[CH:7][C:8]=2[N:20]=1, predict the reactants needed to synthesize it. The reactants are: [CH2:1]([S:3]([C:6]1[CH:7]=[C:8]([NH2:20])[C:9]([NH:12][CH2:13][CH:14]2[CH2:19][CH2:18][O:17][CH2:16][CH2:15]2)=[CH:10][CH:11]=1)(=[O:5])=[O:4])[CH3:2].[C:21]([CH2:25][C:26](Cl)=O)([CH3:24])([CH3:23])[CH3:22]. (3) Given the product [ClH:21].[F:1][C:2]1[CH:3]=[CH:4][C:5]([O:10][C:11]2[CH:12]=[C:13]3[C:17](=[CH:18][CH:19]=2)[N:16]([CH3:20])[N:15]=[CH:14]3)=[C:6]([CH:9]=1)[CH2:7][NH2:8], predict the reactants needed to synthesize it. The reactants are: [F:1][C:2]1[CH:3]=[CH:4][C:5]([O:10][C:11]2[CH:12]=[C:13]3[C:17](=[CH:18][CH:19]=2)[N:16]([CH3:20])[N:15]=[CH:14]3)=[C:6]([CH:9]=1)[C:7]#[N:8].[ClH:21]. (4) Given the product [Br:7][C:8]1[CH:9]=[CH:10][C:11]([O:18][CH2:15][CH2:16][CH3:17])=[N:12][CH:13]=1, predict the reactants needed to synthesize it. The reactants are: CC(C)([O-])C.[K+].[Br:7][C:8]1[CH:9]=[CH:10][C:11](Cl)=[N:12][CH:13]=1.[CH2:15]([OH:18])[CH2:16][CH3:17].O. (5) Given the product [C:29]1([CH2:35][C:36]([NH:38][C:39](=[O:40])[NH:1][C:2]2[CH:28]=[CH:27][C:5]([O:6][C:7]3[CH:12]=[CH:11][N:10]=[C:9]([NH:13][C:14]([N:16]4[CH2:21][CH2:20][N:19]([CH:22]5[CH2:23][N:24]([CH3:26])[CH2:25]5)[CH2:18][CH2:17]4)=[O:15])[CH:8]=3)=[CH:4][CH:3]=2)=[O:37])[CH:34]=[CH:33][CH:32]=[CH:31][CH:30]=1, predict the reactants needed to synthesize it. The reactants are: [NH2:1][C:2]1[CH:28]=[CH:27][C:5]([O:6][C:7]2[CH:12]=[CH:11][N:10]=[C:9]([NH:13][C:14]([N:16]3[CH2:21][CH2:20][N:19]([CH:22]4[CH2:25][N:24]([CH3:26])[CH2:23]4)[CH2:18][CH2:17]3)=[O:15])[CH:8]=2)=[CH:4][CH:3]=1.[C:29]1([CH2:35][C:36]([N:38]=[C:39]=[O:40])=[O:37])[CH:34]=[CH:33][CH:32]=[CH:31][CH:30]=1.C(OCC)C. (6) Given the product [NH2:1][C:2]1[C:3]([C:23](=[NH:24])[NH2:26])=[C:4]([CH:20]=[CH:21][CH:22]=1)[O:5][CH2:6][C:7]1([C:14]([NH:16][CH:17]([CH3:18])[CH3:19])=[O:15])[CH2:12][CH2:11][CH2:10][NH:9][C:8]1=[O:13], predict the reactants needed to synthesize it. The reactants are: [NH2:1][C:2]1[C:3]([C:23](=[NH:26])[NH:24]O)=[C:4]([CH:20]=[CH:21][CH:22]=1)[O:5][CH2:6][C:7]1([C:14]([NH:16][CH:17]([CH3:19])[CH3:18])=[O:15])[CH2:12][CH2:11][CH2:10][NH:9][C:8]1=[O:13]. (7) The reactants are: [CH3:1][C:2]1[CH:7]=[C:6]([CH3:8])[N:5]=[C:4]([NH2:9])[CH:3]=1.Br[C:11]1[CH:16]=[CH:15][C:14]([F:17])=[CH:13][N:12]=1.CC(C)([O-])C.[K+]. Given the product [F:17][C:14]1[CH:15]=[CH:16][C:11]([NH:9][C:4]2[CH:3]=[C:2]([CH3:1])[CH:7]=[C:6]([CH3:8])[N:5]=2)=[N:12][CH:13]=1, predict the reactants needed to synthesize it. (8) Given the product [C:1]([NH2:4])(=[O:3])[CH3:2].[Li+:5].[C:17]([S:14]([N-:13][S:10]([C:6]([F:9])([F:8])[F:7])(=[O:12])=[O:11])(=[O:15])=[O:16])([F:19])([F:18])[F:20], predict the reactants needed to synthesize it. The reactants are: [C:1]([NH2:4])(=[O:3])[CH3:2].[Li+:5].[C:6]([S:10]([N-:13][S:14]([C:17]([F:20])([F:19])[F:18])(=[O:16])=[O:15])(=[O:12])=[O:11])([F:9])([F:8])[F:7]. (9) Given the product [N:26]1[O:28][N:38]=[C:24]2[CH:25]=[C:20]([CH2:19][CH2:18][N:8]3[CH2:9][CH2:10][NH:11][CH2:12][C:13]3=[O:14])[CH:21]=[CH:22][C:23]=12, predict the reactants needed to synthesize it. The reactants are: C(OC([N:8]([CH2:18][CH2:19][C:20]1[CH:25]=[CH:24][C:23]([N+:26]([O-:28])=O)=[CH:22][CH:21]=1)[CH2:9][CH2:10][NH:11][CH2:12][C:13](OCC)=[O:14])=O)(C)(C)C.Cl.O1CCOCC1.CC[N:38](C(C)C)C(C)C. (10) The reactants are: [Br:1][C:2]1[N:3]=[C:4]([Br:16])[C:5]2[N:6]([CH:8]=[C:9]([C:11](OCC)=[O:12])[N:10]=2)[CH:7]=1.CC(C[AlH]CC(C)C)C.Cl. Given the product [Br:1][C:2]1[N:3]=[C:4]([Br:16])[C:5]2[N:6]([CH:8]=[C:9]([CH2:11][OH:12])[N:10]=2)[CH:7]=1, predict the reactants needed to synthesize it.